Dataset: Forward reaction prediction with 1.9M reactions from USPTO patents (1976-2016). Task: Predict the product of the given reaction. (1) The product is: [F:11][C:10]([F:13])([F:12])[CH2:9][O:14][C:2]1[S:6][C:5]([CH:7]=[O:8])=[CH:4][CH:3]=1. Given the reactants Br[C:2]1[S:6][C:5]([CH:7]=[O:8])=[CH:4][CH:3]=1.[CH2:9]([OH:14])[C:10]([F:13])([F:12])[F:11].C(=O)([O-])[O-].[K+].[K+].O, predict the reaction product. (2) The product is: [CH2:2]([C:1]1[O:6][N:11]=[C:10]([C:12]2[N:13]=[N:14][C:15]([N:18]3[CH2:19][CH2:20][N:21]([C:24]([C:25]4[CH:30]=[CH:29][CH:28]=[CH:27][C:26]=4[C:31]([F:34])([F:33])[F:32])=[O:35])[CH2:22][CH2:23]3)=[CH:16][CH:17]=2)[N:9]=1)[CH2:3][CH2:4][CH3:5]. Given the reactants [C:1](Cl)(=[O:6])[CH2:2][CH2:3][CH2:4][CH3:5].O[NH:9][C:10]([C:12]1[N:13]=[N:14][C:15]([N:18]2[CH2:23][CH2:22][N:21]([C:24](=[O:35])[C:25]3[CH:30]=[CH:29][CH:28]=[CH:27][C:26]=3[C:31]([F:34])([F:33])[F:32])[CH2:20][CH2:19]2)=[CH:16][CH:17]=1)=[NH:11], predict the reaction product. (3) Given the reactants [C:1]1([C:7]2[CH:8]=[C:9]([OH:13])[CH:10]=[CH:11][CH:12]=2)[CH:6]=[CH:5][CH:4]=[CH:3][CH:2]=1.[CH3:14][N:15]([C:19]1[CH:24]=[CH:23][CH:22]=[CH:21][CH:20]=1)[C:16](Cl)=[O:17], predict the reaction product. The product is: [C:7]1([C:1]2[CH:2]=[CH:3][CH:4]=[CH:5][CH:6]=2)[CH:12]=[CH:11][CH:10]=[C:9]([O:13][C:16](=[O:17])[N:15]([CH3:14])[C:19]2[CH:24]=[CH:23][CH:22]=[CH:21][CH:20]=2)[CH:8]=1. (4) Given the reactants [F:1][CH2:2][C:3]([C:5]1[CH:10]=[CH:9][CH:8]=[CH:7][C:6]=1[F:11])=O.[C:12]([S@:16]([NH2:18])=[O:17])([CH3:15])([CH3:14])[CH3:13], predict the reaction product. The product is: [F:1][CH2:2]/[C:3](=[N:18]/[S@@:16]([C:12]([CH3:15])([CH3:14])[CH3:13])=[O:17])/[C:5]1[CH:10]=[CH:9][CH:8]=[CH:7][C:6]=1[F:11]. (5) Given the reactants Cl.[NH2:2][C:3]1[N:11]=[C:10]([CH3:12])[CH:9]=[C:8]([CH3:13])[C:4]=1[C:5]([OH:7])=O.ON1C2C=CC=CC=2N=N1.CCN=C=NCCCN(C)C.Cl.[O:36]([C:43]1[CH:50]=[CH:49][C:46]([CH2:47][NH2:48])=[CH:45][CH:44]=1)[C:37]1[CH:42]=[CH:41][CH:40]=[CH:39][CH:38]=1, predict the reaction product. The product is: [O:36]([C:43]1[CH:44]=[CH:45][C:46]([CH2:47][NH:48][C:5](=[O:7])[C:4]2[C:8]([CH3:13])=[CH:9][C:10]([CH3:12])=[N:11][C:3]=2[NH2:2])=[CH:49][CH:50]=1)[C:37]1[CH:42]=[CH:41][CH:40]=[CH:39][CH:38]=1. (6) Given the reactants Cl.BrC1SC2=NC(N)=CN2C=1.C(OC(NCC(N1CCC[C@H]1C(O)=O)=O)=O)(C)(C)C.[C:31]([O:35][C:36](=[O:64])[NH:37][C@@H:38](C1C=CC=CC=1)[C:39]([N:41]1[CH2:45][CH2:44][CH2:43][C@H:42]1[C:46](=[O:57])[NH:47][C:48]1[N:49]=[C:50]2[N:54]([CH:55]=1)[CH:53]=[C:52]([Br:56])[S:51]2)=[O:40])([CH3:34])([CH3:33])[CH3:32], predict the reaction product. The product is: [C:31]([O:35][C:36](=[O:64])[NH:37][CH2:38][C:39]([N:41]1[CH2:45][CH2:44][CH2:43][C@H:42]1[C:46](=[O:57])[NH:47][C:48]1[N:49]=[C:50]2[N:54]([CH:55]=1)[CH:53]=[C:52]([Br:56])[S:51]2)=[O:40])([CH3:34])([CH3:32])[CH3:33]. (7) Given the reactants [Si:1]([O:18][CH2:19][C:20]1[CH:21]=[C:22]([CH2:30]O)[CH:23]=[C:24]([O:26][CH:27]([CH3:29])[CH3:28])[CH:25]=1)([C:14]([CH3:17])([CH3:16])[CH3:15])([C:8]1[CH:13]=[CH:12][CH:11]=[CH:10][CH:9]=1)[C:2]1[CH:7]=[CH:6][CH:5]=[CH:4][CH:3]=1.C(OP([CH2:40][C:41]([O:43][CH2:44][CH3:45])=[O:42])(OCC)=O)C.[H-].[Na+].O1CCCC1CCO, predict the reaction product. The product is: [Si:1]([O:18][CH2:19][C:20]1[CH:21]=[C:22]([CH2:30][CH2:40][C:41]([O:43][CH2:44][CH3:45])=[O:42])[CH:23]=[C:24]([O:26][CH:27]([CH3:28])[CH3:29])[CH:25]=1)([C:14]([CH3:16])([CH3:17])[CH3:15])([C:8]1[CH:13]=[CH:12][CH:11]=[CH:10][CH:9]=1)[C:2]1[CH:3]=[CH:4][CH:5]=[CH:6][CH:7]=1. (8) Given the reactants Br[C:2]1[CH:3]=[CH:4][C:5](N2CCN(C=O)CC2)=[N:6][CH:7]=1.FC1C=CC([C:23]2[CH:24]=[CH:25][C:26](N3CCN(C=O)CC3)=[N:27][CH:28]=2)=CC=1.F[C:38]1[CH:43]=[CH:42][C:41](B(O)O)=[CH:40][CH:39]=1.C[CH2:48][OH:49].C([O-])([O-])=[O:51].[Na+].[Na+], predict the reaction product. The product is: [CH2:48]([O:49][C:23]1[CH:24]=[CH:25][C:26]([O:51][CH:3]2[CH2:2][CH2:7][NH:6][CH2:5][CH2:4]2)=[N:27][CH:28]=1)[C:38]1[CH:43]=[CH:42][CH:41]=[CH:40][CH:39]=1. (9) The product is: [Cl:19][C:18]1[C:13]([N:10]2[CH2:11][CH2:12][CH:7]([N:4]3[CH2:5][CH2:6][C@H:2]([NH:1][C:33]4[CH:32]=[CH:31][C:28]([C:29]#[N:30])=[CH:27][C:26]=4[F:25])[C:3]3=[O:24])[CH2:8][CH2:9]2)=[N:14][CH:15]=[C:16]([C:20]([F:23])([F:22])[F:21])[CH:17]=1. Given the reactants [NH2:1][C@H:2]1[CH2:6][CH2:5][N:4]([CH:7]2[CH2:12][CH2:11][N:10]([C:13]3[C:18]([Cl:19])=[CH:17][C:16]([C:20]([F:23])([F:22])[F:21])=[CH:15][N:14]=3)[CH2:9][CH2:8]2)[C:3]1=[O:24].[F:25][C:26]1[CH:27]=[C:28]([CH:31]=[CH:32][C:33]=1F)[C:29]#[N:30].C(=O)([O-])[O-].[K+].[K+], predict the reaction product. (10) Given the reactants [OH-].[Na+].[NH2:3][C:4](=[O:17])[CH2:5][CH:6]([C:10]1[CH:15]=[CH:14][C:13]([OH:16])=[CH:12][CH:11]=1)[C:7]([OH:9])=[O:8].[CH:18]1([CH2:24][CH2:25]Br)[CH2:23][CH2:22][CH2:21][CH2:20][CH2:19]1, predict the reaction product. The product is: [NH2:3][C:4](=[O:17])[CH2:5][CH:6]([C:10]1[CH:11]=[CH:12][C:13]([O:16][CH2:25][CH2:24][CH:18]2[CH2:23][CH2:22][CH2:21][CH2:20][CH2:19]2)=[CH:14][CH:15]=1)[C:7]([OH:9])=[O:8].